From a dataset of TCR-epitope binding with 47,182 pairs between 192 epitopes and 23,139 TCRs. Binary Classification. Given a T-cell receptor sequence (or CDR3 region) and an epitope sequence, predict whether binding occurs between them. (1) The epitope is FLRGRAYGL. The TCR CDR3 sequence is CASSQAGFNEQFF. Result: 1 (the TCR binds to the epitope). (2) The epitope is EIYKRWII. The TCR CDR3 sequence is CASGRTSGFNSYNEQFF. Result: 0 (the TCR does not bind to the epitope). (3) The epitope is MPASWVMRI. The TCR CDR3 sequence is CASSHRDRATEAFF. Result: 0 (the TCR does not bind to the epitope). (4) The TCR CDR3 sequence is CASSWAMNTEAFF. The epitope is NLSALGIFST. Result: 1 (the TCR binds to the epitope). (5) The epitope is KMQRMLLEK. The TCR CDR3 sequence is CASSASGGANVLTF. Result: 0 (the TCR does not bind to the epitope). (6) The epitope is RLRAEAQVK. The TCR CDR3 sequence is CSARDFSGSTDTQYF. Result: 1 (the TCR binds to the epitope).